Dataset: Forward reaction prediction with 1.9M reactions from USPTO patents (1976-2016). Task: Predict the product of the given reaction. (1) The product is: [CH:16]1([N:19]2[C:2]3[C:3](=[CH:4][C:5]([N+:9]([O-:11])=[O:10])=[CH:6][C:7]=3[F:8])[CH2:12][C:13]2=[O:15])[CH2:18][CH2:17]1. Given the reactants F[C:2]1[C:7]([F:8])=[CH:6][C:5]([N+:9]([O-:11])=[O:10])=[CH:4][C:3]=1[CH2:12][C:13]([OH:15])=O.[CH:16]1([NH2:19])[CH2:18][CH2:17]1.Cl, predict the reaction product. (2) Given the reactants [CH3:1][C:2]1([CH3:31])[C:10]2[C:5](=[CH:6][C:7]([N+:22]([O-:24])=[O:23])=[C:8]([NH:11][C:12](=[O:21])[CH2:13][CH2:14][C:15]3[CH:20]=[CH:19][CH:18]=[CH:17][CH:16]=3)[CH:9]=2)[N:4]([CH2:25][CH2:26][CH2:27][CH2:28][CH3:29])[C:3]1=[O:30].[CH2:32](I)[CH3:33], predict the reaction product. The product is: [CH3:31][C:2]1([CH3:1])[C:10]2[C:5](=[CH:6][C:7]([N+:22]([O-:24])=[O:23])=[C:8]([N:11]([CH2:32][CH3:33])[C:12](=[O:21])[CH2:13][CH2:14][C:15]3[CH:20]=[CH:19][CH:18]=[CH:17][CH:16]=3)[CH:9]=2)[N:4]([CH2:25][CH2:26][CH2:27][CH2:28][CH3:29])[C:3]1=[O:30]. (3) Given the reactants [F:1][C:2]([F:7])([F:6])[C:3]([OH:5])=[O:4].FC(F)(F)C(O)=O.[Cl:15][C:16]1[CH:17]=[N:18][C:19]2[NH:20][C:21]3[CH:22]=[CH:23][CH:24]=[C:25]([CH:46]=3)[CH2:26][CH2:27][C:28]3[CH:36]=[C:32]([NH:33][C:34]=1[N:35]=2)[CH:31]=[CH:30][C:29]=3[NH:37][C:38]([CH:40]1[CH2:45][CH2:44][CH2:43][NH:42][CH2:41]1)=[O:39].[C:47](Cl)(=[O:54])[C:48]1[CH:53]=[CH:52][CH:51]=[CH:50][CH:49]=1, predict the reaction product. The product is: [F:1][C:2]([F:7])([F:6])[C:3]([OH:5])=[O:4].[C:47]([N:42]1[CH2:43][CH2:44][CH2:45][CH:40]([C:38]([NH:37][C:29]2[CH:30]=[CH:31][C:32]3[NH:33][C:34]4[N:35]=[C:19]([NH:20][C:21]5[CH:22]=[CH:23][CH:24]=[C:25]([CH:46]=5)[CH2:26][CH2:27][C:28]=2[CH:36]=3)[N:18]=[CH:17][C:16]=4[Cl:15])=[O:39])[CH2:41]1)(=[O:54])[C:48]1[CH:53]=[CH:52][CH:51]=[CH:50][CH:49]=1. (4) Given the reactants [C:1](OO[C:1](=O)[C:2]1[CH:7]=C[CH:5]=[CH:4][CH:3]=1)(=O)[C:2]1[CH:7]=C[CH:5]=[CH:4][CH:3]=1.[Cl:19][C:20]1[CH:21]=[C:22]([CH2:27][C:28]([OH:30])=[O:29])[CH:23]=[C:24]([CH3:26])[CH:25]=1.[Br:31]N1C(=O)CCC1=O, predict the reaction product. The product is: [CH3:5][CH2:4][CH2:3][CH:2]([CH3:7])[CH3:1].[Br:31][CH2:26][C:24]1[CH:23]=[C:22]([CH2:27][C:28]([OH:30])=[O:29])[CH:21]=[C:20]([Cl:19])[CH:25]=1. (5) Given the reactants CC1(C)C(C)(C)OB([C:9]2[CH:10]=[N:11][N:12]([C:14]([O:16][C:17]([CH3:20])([CH3:19])[CH3:18])=[O:15])[CH:13]=2)O1.[C:22](=[O:25])([O-])[O-].[Na+].[Na+].C(O[CH2:32][CH3:33])(=O)C, predict the reaction product. The product is: [CH:22]([C:9]1[CH:13]=[C:32]([C:9]2[CH:10]=[N:11][N:12]([C:14]([O:16][C:17]([CH3:18])([CH3:19])[CH3:20])=[O:15])[CH:13]=2)[CH:33]=[N:11][CH:10]=1)=[O:25]. (6) Given the reactants Cl[C:2]1[C:11]([C:12]([OH:14])=[O:13])=[CH:10][C:9]2[C:4](=[CH:5][CH:6]=[CH:7][CH:8]=2)[N:3]=1.[NH2:15][C@@H:16]([C:24]([OH:26])=[O:25])[CH2:17][C:18]1[CH:23]=[CH:22][CH:21]=[CH:20][CH:19]=1, predict the reaction product. The product is: [C:24]([C@H:16]([NH:15][C:2]1[C:11]([C:12]([OH:14])=[O:13])=[CH:10][C:9]2[C:4](=[CH:5][CH:6]=[CH:7][CH:8]=2)[N:3]=1)[CH2:17][C:18]1[CH:23]=[CH:22][CH:21]=[CH:20][CH:19]=1)([OH:26])=[O:25]. (7) The product is: [CH:1]([C:4]1[C:8]([CH2:9][CH2:10][CH2:11][O:12][C:28]2[CH:27]=[C:26]([CH2:32][C:33]([OH:35])=[O:34])[CH:25]=[CH:24][C:29]=2[O:30][CH3:31])=[CH:7][N:6]([C:13]2[CH:18]=[CH:17][C:16]([C:19]([F:21])([F:20])[F:22])=[CH:15][N:14]=2)[N:5]=1)([CH3:3])[CH3:2]. Given the reactants [CH:1]([C:4]1[C:8]([CH2:9][CH2:10][CH2:11][OH:12])=[CH:7][N:6]([C:13]2[CH:18]=[CH:17][C:16]([C:19]([F:22])([F:21])[F:20])=[CH:15][N:14]=2)[N:5]=1)([CH3:3])[CH3:2].O[C:24]1[CH:25]=[C:26]([CH2:32][C:33]([O:35]C)=[O:34])[CH:27]=[CH:28][C:29]=1[O:30][CH3:31].C(P(CCCC)CCCC)CCC.N(C(N1CCCCC1)=O)=NC(N1CCCCC1)=O, predict the reaction product. (8) Given the reactants [Br:1][C:2]1[CH:7]=[CH:6][C:5]([C:8]2[N:13]=[N:12][C:11]([NH2:14])=[N:10][CH:9]=2)=[CH:4][C:3]=1[F:15].Cl[CH:17]([CH2:20][C:21]1[CH:22]=[C:23]2[C:28](=[CH:29][CH:30]=1)[N:27]=[CH:26][CH:25]=[CH:24]2)[CH:18]=O, predict the reaction product. The product is: [Br:1][C:2]1[CH:7]=[CH:6][C:5]([C:8]2[CH:9]=[N:10][C:11]3[N:12]([C:17]([CH2:20][C:21]4[CH:22]=[C:23]5[C:28](=[CH:29][CH:30]=4)[N:27]=[CH:26][CH:25]=[CH:24]5)=[CH:18][N:14]=3)[N:13]=2)=[CH:4][C:3]=1[F:15]. (9) Given the reactants [F:1][C:2]1[CH:7]=[CH:6][C:5]([F:8])=[CH:4][C:3]=1[CH:9]1[CH2:13][CH2:12][CH2:11][N:10]1[C:14]1[CH:19]=[CH:18][N:17]2[N:20]=[CH:21][C:22]([C:23]([NH:25][NH:26][C:27](=O)[C:28]([CH3:31])([CH3:30])[CH3:29])=[O:24])=[C:16]2[N:15]=1.N1C=CC=CC=1.S(OS(C(F)(F)F)(=O)=O)(C(F)(F)F)(=O)=O, predict the reaction product. The product is: [C:28]([C:27]1[O:24][C:23]([C:22]2[CH:21]=[N:20][N:17]3[CH:18]=[CH:19][C:14]([N:10]4[CH2:11][CH2:12][CH2:13][CH:9]4[C:3]4[CH:4]=[C:5]([F:8])[CH:6]=[CH:7][C:2]=4[F:1])=[N:15][C:16]=23)=[N:25][N:26]=1)([CH3:30])([CH3:31])[CH3:29]. (10) Given the reactants [CH3:1][S:2][C:3]1[CH:4]=[C:5]([CH:28]=[C:29]([S:31][CH3:32])[CH:30]=1)[CH2:6][O:7][C:8]1[CH:9]=[C:10]([CH:13]=[C:14]([O:16][CH2:17][C:18]2[CH:23]=[C:22]([S:24][CH3:25])[CH:21]=[C:20]([S:26][CH3:27])[CH:19]=2)[CH:15]=1)[CH2:11]O.C(Br)(Br)(Br)[Br:34].C1(P(C2C=CC=CC=2)C2C=CC=CC=2)C=CC=CC=1, predict the reaction product. The product is: [CH3:1][S:2][C:3]1[CH:4]=[C:5]([CH:28]=[C:29]([S:31][CH3:32])[CH:30]=1)[CH2:6][O:7][C:8]1[CH:9]=[C:10]([CH:13]=[C:14]([O:16][CH2:17][C:18]2[CH:23]=[C:22]([S:24][CH3:25])[CH:21]=[C:20]([S:26][CH3:27])[CH:19]=2)[CH:15]=1)[CH2:11][Br:34].